This data is from Experimentally validated miRNA-target interactions with 360,000+ pairs, plus equal number of negative samples. The task is: Binary Classification. Given a miRNA mature sequence and a target amino acid sequence, predict their likelihood of interaction. (1) The miRNA is mmu-miR-883b-5p with sequence UACUGAGAAUGGGUAGCAGUCA. The protein sequence of the target gene is METLSNASGTFAIRLLKILCQDNPSHNVFCSPVSISSALAMVLLGAKGNTATQMAQALSLNTEEDIHRAFQSLLTEVNKAGTQYLLRTANRLFGEKTCQFLSTFKESCLQFYHAELKELSFIRAAEESRKHINTWVSKKTEGKIEELLPGSSIDAETRLVLVNAIYFKGKWNEPFDETYTREMPFKINQEEQRPVQMMYQEATFKLAHVGEVRAQLLELPYARKELSLLVLLPDDGVELSTVEKSLTFEKLTAWTKPDCMKSTEVEVLLPKFKLQEDYDMESVLRHLGIVDAFQQGKADL.... Result: 0 (no interaction). (2) The protein sequence of the target gene is MAASAQVSVTFEDVAVTFTQEEWGQLDAAQRTLYQEVMLETCGLLMSLGCPLFKPELIYQLDHRQELWMATKDLSQSSYPGDNTKPKTTEPTFSHLALPEEVLLQEQLTQGASKNSQLGQSKDQDGPSEMQEVHLKIGIGPQRGKLLEKMSSERDGLGSDDGVCTKITQKQVSTEGDLYECDSHGPVTDALIREEKNSYKCEECGKVFKKNALLVQHERIHTQVKPYECTECGKTFSKSTHLLQHLIIHTGEKPYKCMECGKAFNRRSHLTRHQRIHSGEKPYKCSECGKAFTHRSTFVL.... The miRNA is hsa-miR-7844-5p with sequence AAAACUAGGACUGUGUGGUGUA. Result: 1 (interaction). (3) The miRNA is rno-miR-204-5p with sequence UUCCCUUUGUCAUCCUAUGCCU. The protein sequence of the target gene is MEDEEVAESWEEAADSGEIDRRLEKKLKITQKESRKSKSPPKVPIVIQDDSLPTGPPPQIRILKRPTSNGVVSSPNSTSRPALPVKSLAQREAEYAEARRRILGSASPEEEQEKPILDRPTRISQPEDSRQPSNVIRQPLGPDGSQGFKQRR. Result: 0 (no interaction).